From a dataset of Reaction yield outcomes from USPTO patents with 853,638 reactions. Predict the reaction yield, written as a fraction of the theoretical maximum amount of product (1.0 means a 100% yield; for example, 0.34 means a 34% yield). The reactants are Br[C:2]1[C:6]2[N:7]=[C:8]([N:15]3[CH2:20][CH2:19][N:18]([C:21]4[CH:26]=[CH:25][C:24]([Cl:27])=[CH:23][CH:22]=4)[CH2:17][CH2:16]3)[N:9]=[C:10]([CH2:11][CH2:12][CH2:13][NH2:14])[C:5]=2[S:4][CH:3]=1.[CH3:28][O-:29].[Na+].[I-].[Na+]. The catalyst is CO.[Cu]=O. The product is [Cl:27][C:24]1[CH:25]=[CH:26][C:21]([N:18]2[CH2:19][CH2:20][N:15]([C:8]3[N:9]=[C:10]([CH2:11][CH2:12][CH2:13][NH2:14])[C:5]4[S:4][CH:3]=[C:2]([O:29][CH3:28])[C:6]=4[N:7]=3)[CH2:16][CH2:17]2)=[CH:22][CH:23]=1. The yield is 0.200.